Dataset: Forward reaction prediction with 1.9M reactions from USPTO patents (1976-2016). Task: Predict the product of the given reaction. (1) Given the reactants [NH:1]1[CH2:5][CH2:4][CH2:3][CH2:2]1.[CH3:6][O:7][C:8](=[O:11])[CH2:9]Br.[OH-].[K+].C([O-])([O-])=O.[K+].[K+], predict the reaction product. The product is: [CH3:6][O:7][C:8](=[O:11])[CH2:9][N:1]1[CH2:5][CH2:4][CH2:3][CH2:2]1. (2) Given the reactants [OH-].[Na+].[CH3:3][C:4]1[C:9]2[NH:10][C:11](=[O:13])[O:12][C:8]=2[CH:7]=[C:6]([C:14]([O:16]C)=[O:15])[CH:5]=1.O.Cl, predict the reaction product. The product is: [CH3:3][C:4]1[C:9]2[NH:10][C:11](=[O:13])[O:12][C:8]=2[CH:7]=[C:6]([C:14]([OH:16])=[O:15])[CH:5]=1. (3) Given the reactants [CH:1]1([C:16]([OH:18])=[O:17])[CH2:6][CH:5]([C:7]([OH:9])=O)[CH:4]([C:10]([OH:12])=[O:11])[CH2:3][CH:2]1[C:13]([OH:15])=O.C(OC(=O)C)(=O)C, predict the reaction product. The product is: [CH2:6]1[CH:1]2[C:16]([O:18][C:13](=[O:15])[CH:2]2[CH2:3][CH:4]2[C:10]([O:11][C:7](=[O:9])[CH:5]12)=[O:12])=[O:17]. (4) Given the reactants [Li+].C[Si]([N-][Si](C)(C)C)(C)C.[CH3:11][O:12][C:13]1[CH:18]=[CH:17][C:16]([N:19]2[CH2:24][CH:23]3[CH2:25][CH2:26][CH:20]2[CH2:21][C:22]3=[O:27])=[CH:15][CH:14]=1.I[CH3:29], predict the reaction product. The product is: [CH3:11][O:12][C:13]1[CH:14]=[CH:15][C:16]([N:19]2[CH2:24][CH:23]3[CH2:25][CH2:26][CH:20]2[CH:21]([CH3:29])[C:22]3=[O:27])=[CH:17][CH:18]=1. (5) Given the reactants [Cl:1][C:2]1[CH:3]=[C:4](B(O)O)[CH:5]=[CH:6][CH:7]=1.Br[C:12]1[CH:13]=[C:14]([C:18]2([C:28]3[CH:33]=[CH:32][N:31]=[C:30]([C:34]([F:37])([F:36])[F:35])[CH:29]=3)[C:26]3[C:21](=[N:22][CH:23]=[CH:24][CH:25]=3)[C:20]([NH2:27])=[N:19]2)[CH:15]=[CH:16][CH:17]=1.C(=O)([O-])[O-].[Cs+].[Cs+], predict the reaction product. The product is: [Cl:1][C:2]1[CH:3]=[C:4]([C:12]2[CH:17]=[CH:16][CH:15]=[C:14]([C:18]3([C:28]4[CH:33]=[CH:32][N:31]=[C:30]([C:34]([F:35])([F:36])[F:37])[CH:29]=4)[C:26]4[C:21](=[N:22][CH:23]=[CH:24][CH:25]=4)[C:20]([NH2:27])=[N:19]3)[CH:13]=2)[CH:5]=[CH:6][CH:7]=1.